This data is from Forward reaction prediction with 1.9M reactions from USPTO patents (1976-2016). The task is: Predict the product of the given reaction. (1) Given the reactants [C:1]([C:3]1[CH:8]=[CH:7][C:6]([CH2:9][CH2:10][C:11]([O:13][CH3:14])=[O:12])=[C:5]([F:15])[CH:4]=1)#[CH:2].Br[C:17]1[CH:22]=[CH:21][CH:20]=[CH:19][C:18]=1[CH2:23][S:24]([CH3:27])(=[O:26])=[O:25], predict the reaction product. The product is: [F:15][C:5]1[CH:4]=[C:3]([C:1]#[C:2][C:17]2[CH:22]=[CH:21][CH:20]=[CH:19][C:18]=2[CH2:23][S:24]([CH3:27])(=[O:25])=[O:26])[CH:8]=[CH:7][C:6]=1[CH2:9][CH2:10][C:11]([O:13][CH3:14])=[O:12]. (2) Given the reactants [CH2:1]([O:8][C:9]1[CH:14]=[CH:13][C:12]([CH2:15][C:16]([OH:18])=O)=[CH:11][CH:10]=1)[C:2]1[CH:7]=[CH:6][CH:5]=[CH:4][CH:3]=1.S(Cl)(Cl)=O.Cl.[CH3:24][NH:25][CH3:26].C(N(CC)CC)C, predict the reaction product. The product is: [CH2:1]([O:8][C:9]1[CH:14]=[CH:13][C:12]([CH2:15][C:16]([N:25]([CH3:26])[CH3:24])=[O:18])=[CH:11][CH:10]=1)[C:2]1[CH:7]=[CH:6][CH:5]=[CH:4][CH:3]=1. (3) Given the reactants [C:1]1([O:7][C:8]([N:10]2[CH2:14][CH2:13][CH2:12][CH2:11]2)=[O:9])[CH:6]=[CH:5][CH:4]=[CH:3][CH:2]=1.C([OH:17])C, predict the reaction product. The product is: [C:1]1([O:7][C:8]([N:10]2[CH2:14][CH2:13][C@H:12]([OH:17])[CH2:11]2)=[O:9])[CH:2]=[CH:3][CH:4]=[CH:5][CH:6]=1. (4) Given the reactants [CH2:1]([O:8][C:9]1[CH:14]=[CH:13][C:12]([CH2:15][OH:16])=[CH:11][C:10]=1[C:17]([F:20])([F:19])[F:18])[C:2]1[CH:7]=[CH:6][CH:5]=[CH:4][CH:3]=1.C1(P(C2C=CC=CC=2)C2C=CC=CC=2)C=CC=CC=1.CCOC(/N=N/C(OCC)=O)=O.[C:52]([O:56][C:57]([N:59]1[C:67]2[C:62](=[CH:63][C:64](O)=[CH:65][CH:66]=2)[CH2:61][CH2:60]1)=[O:58])([CH3:55])([CH3:54])[CH3:53], predict the reaction product. The product is: [CH2:1]([O:8][C:9]1[CH:14]=[CH:13][C:12]([CH2:15][O:16][C:64]2[CH:63]=[C:62]3[C:67](=[CH:66][CH:65]=2)[N:59]([C:57]([O:56][C:52]([CH3:55])([CH3:54])[CH3:53])=[O:58])[CH2:60][CH2:61]3)=[CH:11][C:10]=1[C:17]([F:19])([F:18])[F:20])[C:2]1[CH:3]=[CH:4][CH:5]=[CH:6][CH:7]=1. (5) Given the reactants [O:1]1[CH:5]2[O:6][CH2:7][CH2:8][CH:4]2[CH:3]([OH:9])[CH2:2]1.[Br-].[K+].Cl[O-].[Na+], predict the reaction product. The product is: [O:1]1[CH:5]2[O:6][CH2:7][CH2:8][CH:4]2[C:3](=[O:9])[CH2:2]1. (6) The product is: [F:52][C:16]([F:51])([F:15])[C:17]1[CH:18]=[C:19]([CH:44]=[C:45]([C:47]([F:50])([F:48])[F:49])[CH:46]=1)[CH2:20][N:21]([C@H:22]1[CH2:28][CH2:27][CH2:26][N:25]([CH:56]2[CH2:57][CH2:58][O:53][CH2:54][CH2:55]2)[C:24]2[CH:29]=[C:30]([C:34]([F:35])([F:36])[F:37])[C:31]([CH3:33])=[CH:32][C:23]1=2)[C:38]1[N:39]=[N:40][N:41]([CH3:43])[N:42]=1. Given the reactants C(O[BH-](OC(=O)C)OC(=O)C)(=O)C.[Na+].[F:15][C:16]([F:52])([F:51])[C:17]1[CH:18]=[C:19]([CH:44]=[C:45]([C:47]([F:50])([F:49])[F:48])[CH:46]=1)[CH2:20][N:21]([C:38]1[N:39]=[N:40][N:41]([CH3:43])[N:42]=1)[C@H:22]1[CH2:28][CH2:27][CH2:26][NH:25][C:24]2[CH:29]=[C:30]([C:34]([F:37])([F:36])[F:35])[C:31]([CH3:33])=[CH:32][C:23]1=2.[O:53]1[CH2:58][CH2:57][C:56](=O)[CH2:55][CH2:54]1.C(O)(=O)C, predict the reaction product.